From a dataset of Drug-target binding data from BindingDB using IC50 measurements. Regression. Given a target protein amino acid sequence and a drug SMILES string, predict the binding affinity score between them. We predict pIC50 (pIC50 = -log10(IC50 in M); higher means more potent). Dataset: bindingdb_ic50. The small molecule is COC(=O)Cn1ccc(-c2cccc(OCc3ccccc3)c2)n1. The target protein (P00156) has sequence MTPMRKTNPLMKLINHSFIDLPTPSNISAWWNFGSLLGACLILQITTGLFLAMHYSPDASTAFSSIAHITRDVNYGWIIRYLHANGASMFFICLFLHIGRGLYYGSFLYSETWNIGIILLLATMATAFMGYVLPWGQMSFWGATVITNLLSAIPYIGTDLVQWIWGGYSVDSPTLTRFFTFHFILPFIIAALATLHLLFLHETGSNNPLGITSHSDKITFHPYYTIKDALGLLLFLLSLMTLTLFSPDLLGDPDNYTLANPLNTPPHIKPEWYFLFAYTILRSVPNKLGGVLALLLSILILAMIPILHMSKQQSMMFRPLSQSLYWLLAADLLILTWIGGQPVSYPFTIIGQVASVLYFTTILILMPTISLIENKMLKWA. The pIC50 is 4.2.